From a dataset of Full USPTO retrosynthesis dataset with 1.9M reactions from patents (1976-2016). Predict the reactants needed to synthesize the given product. (1) Given the product [F:1][C:2]([F:16])([F:15])[C:3]1[CH:4]=[C:5]([CH:8]=[C:9]([C:11]([F:14])([F:13])[F:12])[CH:10]=1)[CH2:6][NH:23][C:21]1[O:20][N:19]=[C:18]([CH3:17])[CH:22]=1, predict the reactants needed to synthesize it. The reactants are: [F:1][C:2]([F:16])([F:15])[C:3]1[CH:4]=[C:5]([CH:8]=[C:9]([C:11]([F:14])([F:13])[F:12])[CH:10]=1)[CH:6]=O.[CH3:17][C:18]1[CH:22]=[C:21]([NH2:23])[O:20][N:19]=1.[BH4-].[Na+]. (2) The reactants are: [CH2:1]([O:3][C:4]([C:6]1[C:7]([CH3:23])=[C:8]([C:16]([O:18][C:19]([CH3:22])([CH3:21])[CH3:20])=[O:17])[NH:9][C:10]=1[CH2:11][CH2:12][C:13](O)=[O:14])=[O:5])[CH3:2].B. Given the product [CH2:1]([O:3][C:4]([C:6]1[C:7]([CH3:23])=[C:8]([C:16]([O:18][C:19]([CH3:22])([CH3:21])[CH3:20])=[O:17])[NH:9][C:10]=1[CH2:11][CH2:12][CH2:13][OH:14])=[O:5])[CH3:2], predict the reactants needed to synthesize it. (3) Given the product [C:1]([C:3]1[CH:4]=[CH:5][C:6]([CH:9]2[C:14]([C:15]([O:17][CH2:18][CH3:19])=[O:16])=[C:13]([CH3:20])[N:12]([C:21]3[CH:26]=[CH:25][CH:24]=[C:23]([C:27]([F:30])([F:29])[F:28])[CH:22]=3)[C:11]([S:31][CH3:34])=[N:10]2)=[CH:7][CH:8]=1)#[N:2], predict the reactants needed to synthesize it. The reactants are: [C:1]([C:3]1[CH:8]=[CH:7][C:6]([CH:9]2[C:14]([C:15]([O:17][CH2:18][CH3:19])=[O:16])=[C:13]([CH3:20])[N:12]([C:21]3[CH:26]=[CH:25][CH:24]=[C:23]([C:27]([F:30])([F:29])[F:28])[CH:22]=3)[C:11](=[S:31])[NH:10]2)=[CH:5][CH:4]=1)#[N:2].IC.[C:34](=O)([O-])[O-].[K+].[K+]. (4) The reactants are: [Cl:1][C:2]1[C:21]([Cl:22])=[CH:20][C:5]2[N:6]([C:11]3[CH:16]=[CH:15][C:14]([CH2:17][CH2:18]O)=[CH:13][CH:12]=3)[C:7]([CH2:9][CH3:10])=[N:8][C:4]=2[CH:3]=1.[C:23]([O:27][C:28]([NH:30][O:31][C:32]([O:34][C:35]([CH3:38])([CH3:37])[CH3:36])=[O:33])=[O:29])([CH3:26])([CH3:25])[CH3:24].C1(P(C2C=CC=CC=2)C2C=CC=CC=2)C=CC=CC=1.N(C(OCC)=O)=NC(OCC)=O. Given the product [C:23]([O:27][C:28]([N:30]([O:31][C:32]([O:34][C:35]([CH3:38])([CH3:37])[CH3:36])=[O:33])[CH2:18][CH2:17][C:14]1[CH:13]=[CH:12][C:11]([N:6]2[C:5]3[CH:20]=[C:21]([Cl:22])[C:2]([Cl:1])=[CH:3][C:4]=3[N:8]=[C:7]2[CH2:9][CH3:10])=[CH:16][CH:15]=1)=[O:29])([CH3:26])([CH3:25])[CH3:24], predict the reactants needed to synthesize it. (5) Given the product [Cl:1][C:2]1[CH:7]=[CH:6][C:5]([NH:8][C:9](=[O:22])[C:10]2[CH:15]=[CH:14][C:13]([CH2:16][S:17]([CH3:20])(=[O:19])=[O:18])=[C:12]([O:21][CH2:30][CH3:31])[CH:11]=2)=[CH:4][C:3]=1[C:23]1[CH:28]=[CH:27][CH:26]=[CH:25][N:24]=1, predict the reactants needed to synthesize it. The reactants are: [Cl:1][C:2]1[CH:7]=[CH:6][C:5]([NH:8][C:9](=[O:22])[C:10]2[CH:15]=[CH:14][C:13]([CH2:16][S:17]([CH3:20])(=[O:19])=[O:18])=[C:12]([OH:21])[CH:11]=2)=[CH:4][C:3]=1[C:23]1[CH:28]=[CH:27][CH:26]=[CH:25][N:24]=1.I[CH2:30][CH3:31]. (6) Given the product [O:1]1[CH:5]=[CH:4][CH:3]=[C:2]1[C:6]1[O:7][C:8]([CH3:41])=[C:9]([CH2:11][O:12][C:13]2[CH:38]=[CH:37][C:16]([CH2:17][O:18][C:19]3[C:23](/[CH:24]=[CH:25]/[CH2:26][OH:27])=[CH:22][N:21]([C:31]4[CH:32]=[CH:33][CH:34]=[CH:35][CH:36]=4)[N:20]=3)=[CH:15][C:14]=2[O:39][CH3:40])[N:10]=1, predict the reactants needed to synthesize it. The reactants are: [O:1]1[CH:5]=[CH:4][CH:3]=[C:2]1[C:6]1[O:7][C:8]([CH3:41])=[C:9]([CH2:11][O:12][C:13]2[CH:38]=[CH:37][C:16]([CH2:17][O:18][C:19]3[C:23](/[CH:24]=[CH:25]/[C:26](OCC)=[O:27])=[CH:22][N:21]([C:31]4[CH:36]=[CH:35][CH:34]=[CH:33][CH:32]=4)[N:20]=3)=[CH:15][C:14]=2[O:39][CH3:40])[N:10]=1.[H-].C([Al+]CC(C)C)C(C)C.O.O.O.O.O.O.O.O.O.O.S([O-])([O-])(=O)=O.[Na+].[Na+].